This data is from Catalyst prediction with 721,799 reactions and 888 catalyst types from USPTO. The task is: Predict which catalyst facilitates the given reaction. (1) Reactant: [CH3:1][N:2]([CH2:10][C:11]1[CH:15]=[C:14]([C:16]2[CH:21]=[CH:20][C:19]([S:22]([CH3:25])(=[O:24])=[O:23])=[CH:18][CH:17]=2)[N:13]([S:26]([C:29]2[CH:30]=[N:31][CH:32]=[CH:33][CH:34]=2)(=[O:28])=[O:27])[CH:12]=1)C(=O)OC(C)(C)C.C(OCC)(=O)C.[ClH:41]. Product: [ClH:41].[ClH:41].[CH3:1][NH:2][CH2:10][C:11]1[CH:15]=[C:14]([C:16]2[CH:17]=[CH:18][C:19]([S:22]([CH3:25])(=[O:23])=[O:24])=[CH:20][CH:21]=2)[N:13]([S:26]([C:29]2[CH:30]=[N:31][CH:32]=[CH:33][CH:34]=2)(=[O:27])=[O:28])[CH:12]=1. The catalyst class is: 13. (2) Reactant: [C:1]([O:4][CH2:5][C:6]1[C:11]([C:12]2[CH:17]=[CH:16][N:15]=[C:14]([NH2:18])[C:13]=2[NH2:19])=[CH:10][CH:9]=[CH:8][C:7]=1[N:20]1[C:26](=[O:27])[C:25]2[C:28]([F:35])=[CH:29][C:30]([CH:32]3[CH2:34][CH2:33]3)=[CH:31][C:24]=2[O:23][CH2:22][CH2:21]1)(=[O:3])[CH3:2].[CH3:36][N:37]([CH3:46])[C:38]1[CH:45]=[CH:44][C:41]([CH:42]=O)=[CH:40][CH:39]=1.CC1C=CC(S(O)(=O)=O)=CC=1. Product: [C:1]([O:4][CH2:5][C:6]1[C:11]([C:12]2[CH:17]=[CH:16][N:15]=[C:14]3[NH:18][C:42]([C:41]4[CH:44]=[CH:45][C:38]([N:37]([CH3:46])[CH3:36])=[CH:39][CH:40]=4)=[N:19][C:13]=23)=[CH:10][CH:9]=[CH:8][C:7]=1[N:20]1[C:26](=[O:27])[C:25]2[C:28]([F:35])=[CH:29][C:30]([CH:32]3[CH2:33][CH2:34]3)=[CH:31][C:24]=2[O:23][CH2:22][CH2:21]1)(=[O:3])[CH3:2]. The catalyst class is: 35.